The task is: Predict the product of the given reaction.. This data is from Forward reaction prediction with 1.9M reactions from USPTO patents (1976-2016). (1) Given the reactants [Br:1][C:2]1[CH:10]=[C:9]2[C:5](/[C:6](=[CH:12]/[C:13]3[CH:18]=[CH:17][CH:16]=[C:15]([Cl:19])[CH:14]=3)/[C:7](=[O:11])[NH:8]2)=[CH:4][CH:3]=1.[C:20]([O:24][C:25](O[C:25]([O:24][C:20]([CH3:23])([CH3:22])[CH3:21])=[O:26])=[O:26])([CH3:23])([CH3:22])[CH3:21], predict the reaction product. The product is: [C:20]([O:24][C:25]([N:8]1[C:9]2[C:5](=[CH:4][CH:3]=[C:2]([Br:1])[CH:10]=2)/[C:6](=[CH:12]/[C:13]2[CH:18]=[CH:17][CH:16]=[C:15]([Cl:19])[CH:14]=2)/[C:7]1=[O:11])=[O:26])([CH3:23])([CH3:22])[CH3:21]. (2) Given the reactants [F:1][C:2]1[CH:9]=[CH:8][CH:7]=[CH:6][C:3]=1[C:4]#[N:5].[N+](=[C:12]1[C:17](=[O:18])[CH2:16][CH2:15][CH2:14][C:13]1=[O:19])=[N-], predict the reaction product. The product is: [F:1][C:2]1[CH:9]=[CH:8][CH:7]=[CH:6][C:3]=1[C:4]1[O:18][C:17]2[CH2:16][CH2:15][CH2:14][C:13](=[O:19])[C:12]=2[N:5]=1.